From a dataset of NCI-60 drug combinations with 297,098 pairs across 59 cell lines. Regression. Given two drug SMILES strings and cell line genomic features, predict the synergy score measuring deviation from expected non-interaction effect. (1) Drug 1: C1=CC(=CC=C1CCCC(=O)O)N(CCCl)CCCl. Drug 2: CC(C)(C#N)C1=CC(=CC(=C1)CN2C=NC=N2)C(C)(C)C#N. Cell line: LOX IMVI. Synergy scores: CSS=14.3, Synergy_ZIP=-10.5, Synergy_Bliss=-6.19, Synergy_Loewe=-4.85, Synergy_HSA=-4.70. (2) Drug 1: CC1=CC2C(CCC3(C2CCC3(C(=O)C)OC(=O)C)C)C4(C1=CC(=O)CC4)C. Drug 2: CC(C)(C#N)C1=CC(=CC(=C1)CN2C=NC=N2)C(C)(C)C#N. Cell line: MCF7. Synergy scores: CSS=-9.89, Synergy_ZIP=2.91, Synergy_Bliss=0.452, Synergy_Loewe=-11.5, Synergy_HSA=-10.3.